This data is from Full USPTO retrosynthesis dataset with 1.9M reactions from patents (1976-2016). The task is: Predict the reactants needed to synthesize the given product. (1) The reactants are: [NH2:1][C:2]1[S:6][N:5]=[C:4](/[C:7](=[N:34]/[O:35][C:36]([C:39]([O:41]C(C)(C)C)=[O:40])([CH3:38])[CH3:37])/[C:8]([NH:10][C@@H:11]2[C:32](=[O:33])[N:13]3[C:14]([C:20]([O:22]CC4C=CC(OC)=CC=4)=[O:21])=[C:15]([CH2:18]Cl)[CH2:16][S:17][C@H:12]23)=[O:9])[N:3]=1.C[Si](C)(C)NC(=O)C.[I-].[K+].[CH3:56][N:57]1[C:61]([NH:62]C(C2C=CC=CC=2)(C2C=CC=CC=2)C2C=CC=CC=2)=[C:60]([NH:82][C:83]([NH:85][CH:86]2[CH2:89][N:88](C(OC(C)(C)C)=O)[CH2:87]2)=[O:84])[CH:59]=[N:58]1. Given the product [NH2:62][C:61]1[N:57]([CH3:56])[N+:58]([CH2:18][C:15]2[CH2:16][S:17][C@@H:12]3[C@H:11]([NH:10][C:8](=[O:9])/[C:7](/[C:4]4[N:3]=[C:2]([NH2:1])[S:6][N:5]=4)=[N:34]\[O:35][C:36]([C:39]([OH:41])=[O:40])([CH3:37])[CH3:38])[C:32](=[O:33])[N:13]3[C:14]=2[C:20]([O-:22])=[O:21])=[CH:59][C:60]=1[NH:82][C:83]([NH:85][CH:86]1[CH2:89][NH:88][CH2:87]1)=[O:84], predict the reactants needed to synthesize it. (2) Given the product [Cl:1][C:2]1[CH:3]=[C:4]([C:12]2[S:16][C:15]([C:17]3[C:18]([CH3:26])=[C:19]([CH2:23][CH2:24][N:27]4[CH2:28][CH2:29][CH:30]([C:33]([OH:35])=[O:34])[CH2:31][CH2:32]4)[CH:20]=[CH:21][CH:22]=3)=[N:14][N:13]=2)[CH:5]=[CH:6][C:7]=1[O:8][CH:9]([CH3:11])[CH3:10], predict the reactants needed to synthesize it. The reactants are: [Cl:1][C:2]1[CH:3]=[C:4]([C:12]2[S:16][C:15]([C:17]3[C:18]([CH3:26])=[C:19]([CH2:23][CH:24]=O)[CH:20]=[CH:21][CH:22]=3)=[N:14][N:13]=2)[CH:5]=[CH:6][C:7]=1[O:8][CH:9]([CH3:11])[CH3:10].[NH:27]1[CH2:32][CH2:31][CH:30]([C:33]([O:35]CC)=[O:34])[CH2:29][CH2:28]1.CC(O)=O.C(O[BH-](OC(=O)C)OC(=O)C)(=O)C.[Na+].[OH-].[Na+].Cl. (3) Given the product [OH:8][CH2:9][C:10]1[CH:11]=[C:12]([C:16]2[CH2:20][CH:19]([C:21]3[CH:26]=[CH:25][CH:24]=[CH:23][C:22]=3[OH:27])[N:18]([C:28]([C:30]3[S:31][C:32]([C:35]4[CH:40]=[CH:39][CH:38]=[CH:37][N:36]=4)=[CH:33][CH:34]=3)=[O:29])[N:17]=2)[CH:13]=[N:14][CH:15]=1, predict the reactants needed to synthesize it. The reactants are: COC1C=CC(C[O:8][CH2:9][C:10]2[CH:11]=[C:12]([C:16]3[CH2:20][CH:19]([C:21]4[CH:26]=[CH:25][CH:24]=[CH:23][C:22]=4[OH:27])[N:18]([C:28]([C:30]4[S:31][C:32]([C:35]5[CH:40]=[CH:39][CH:38]=[CH:37][N:36]=5)=[CH:33][CH:34]=4)=[O:29])[N:17]=3)[CH:13]=[N:14][CH:15]=2)=CC=1.Cl. (4) Given the product [F:26][C:2]([F:1])([F:25])[S:3]([O:6][C:7]1[CH:8]=[CH:9][C:10]2[O:24][CH2:23][C:13]3([C:21]4[C:16](=[CH:17][CH:18]=[CH:19][CH:20]=4)[N:15]([CH2:30][C:31]4[O:32][C:33]([C:36]([F:39])([F:38])[F:37])=[CH:34][CH:35]=4)[C:14]3=[O:22])[C:11]=2[CH:12]=1)(=[O:5])=[O:4], predict the reactants needed to synthesize it. The reactants are: [F:1][C:2]([F:26])([F:25])[S:3]([O:6][C:7]1[CH:8]=[CH:9][C:10]2[O:24][CH2:23][C:13]3([C:21]4[C:16](=[CH:17][CH:18]=[CH:19][CH:20]=4)[NH:15][C:14]3=[O:22])[C:11]=2[CH:12]=1)(=[O:5])=[O:4].[OH-].[Na+].Br[CH2:30][C:31]1[O:32][C:33]([C:36]([F:39])([F:38])[F:37])=[CH:34][CH:35]=1. (5) Given the product [F:47][C:32]1[CH:33]=[C:34]([NH:37][C:38]([NH:52][CH:50]2[CH2:51][O:48][CH2:49]2)=[O:39])[CH:35]=[CH:36][C:31]=1[O:30][C:27]1[CH:26]=[CH:25][N:24]=[C:23]2[CH:22]=[C:21]([C:18]3[CH:19]=[CH:20][C:15]([CH2:14][N:11]4[CH2:10][CH2:9][N:8]([C:6](=[O:7])[CH2:5][OH:4])[CH2:13][CH2:12]4)=[CH:16][N:17]=3)[S:29][C:28]=12, predict the reactants needed to synthesize it. The reactants are: C([O:4][CH2:5][C:6]([N:8]1[CH2:13][CH2:12][N:11]([CH2:14][C:15]2[CH:16]=[N:17][C:18]([C:21]3[S:29][C:28]4[C:23](=[N:24][CH:25]=[CH:26][C:27]=4[O:30][C:31]4[CH:36]=[CH:35][C:34]([NH:37][C:38](OC5C=CC=CC=5)=[O:39])=[CH:33][C:32]=4[F:47])[CH:22]=3)=[CH:19][CH:20]=2)[CH2:10][CH2:9]1)=[O:7])(=O)C.[O:48]1[CH2:51][CH:50]([NH2:52])[CH2:49]1.C([O-])([O-])=O.[K+].[K+]. (6) The reactants are: Br[C:2]1[CH:7]=[CH:6][C:5]([C:8]2[CH:13]=[CH:12][C:11]([CH2:14][CH2:15][CH3:16])=[CH:10][CH:9]=2)=[CH:4][CH:3]=1.[NH2:17][C:18]1[N:19]([CH3:24])[N:20]=[CH:21][C:22]=1[Br:23].CC(C)([O-])C.[Na+].C1C=CC(P(C2C(C3C(P(C4C=CC=CC=4)C4C=CC=CC=4)=CC=C4C=3C=CC=C4)=C3C(C=CC=C3)=CC=2)C2C=CC=CC=2)=CC=1. Given the product [Br:23][C:22]1[CH:21]=[N:20][N:19]([CH3:24])[C:18]=1[NH:17][C:2]1[CH:7]=[CH:6][C:5]([C:8]2[CH:13]=[CH:12][C:11]([CH2:14][CH2:15][CH3:16])=[CH:10][CH:9]=2)=[CH:4][CH:3]=1, predict the reactants needed to synthesize it. (7) Given the product [CH3:8][O:7][C:5](=[O:6])[CH:4]([C:16]1[CH:17]=[CH:18][C:19]([N+:27]([O-:29])=[O:28])=[C:20]([C:21](=[O:22])[N:23]([CH3:24])[CH3:25])[CH:26]=1)[C:3]([O:10][C:11]([CH3:14])([CH3:13])[CH3:12])=[O:9], predict the reactants needed to synthesize it. The reactants are: [H-].[Na+].[C:3]([O:10][C:11]([CH3:14])([CH3:13])[CH3:12])(=[O:9])[CH2:4][C:5]([O:7][CH3:8])=[O:6].Cl[C:16]1[CH:17]=[CH:18][C:19]([N+:27]([O-:29])=[O:28])=[C:20]([CH:26]=1)[C:21]([N:23]([CH3:25])[CH3:24])=[O:22].O.